Predict which catalyst facilitates the given reaction. From a dataset of Catalyst prediction with 721,799 reactions and 888 catalyst types from USPTO. (1) Reactant: C(OC(N=NC(OC(C)C)=O)=O)(C)C.C1(P(C2C=CC=CC=2)C2C=CC=CC=2)C=CC=CC=1.[Cl:34][C:35]1[CH:45]=[C:44]([O:46][CH2:47][CH:48]=[C:49]([Cl:51])[Cl:50])[CH:43]=[C:42]([Cl:52])[C:36]=1[O:37][CH2:38][CH2:39][CH2:40][OH:41].O[C:54]1[CH:59]=[CH:58][C:57]([CH2:60][C:61](=[O:63])[CH3:62])=[CH:56][CH:55]=1. Product: [Cl:34][C:35]1[CH:45]=[C:44]([O:46][CH2:47][CH:48]=[C:49]([Cl:51])[Cl:50])[CH:43]=[C:42]([Cl:52])[C:36]=1[O:37][CH2:38][CH2:39][CH2:40][O:41][C:54]1[CH:59]=[CH:58][C:57]([CH2:60][C:61](=[O:63])[CH3:62])=[CH:56][CH:55]=1. The catalyst class is: 7. (2) Reactant: [C:1]([O:5][C:6]([N:8]([CH2:13][C:14]1[CH:15]=[C:16]([CH:20]=[CH:21][C:22]=1[O:23][CH2:24][CH2:25][N:26]1[CH2:31][CH2:30][O:29][CH2:28][CH2:27]1)[C:17]([OH:19])=[O:18])[S:9]([CH3:12])(=[O:11])=[O:10])=[O:7])([CH3:4])([CH3:3])[CH3:2].[Cl:32][C:33]1[CH:34]=[N+:35]([O-:58])[CH:36]=[C:37]([Cl:57])[C:38]=1[CH2:39][C@@H:40]([C:42]1[CH:47]=[CH:46][C:45]([O:48][CH:49]([F:51])[F:50])=[C:44]([O:52][CH2:53][CH:54]2[CH2:56][CH2:55]2)[CH:43]=1)O.C(Cl)CCl. Product: [C:1]([O:5][C:6]([N:8]([CH2:13][C:14]1[CH:15]=[C:16]([CH:20]=[CH:21][C:22]=1[O:23][CH2:24][CH2:25][N:26]1[CH2:27][CH2:28][O:29][CH2:30][CH2:31]1)[C:17]([O:19][C@H:40]([C:42]1[CH:47]=[CH:46][C:45]([O:48][CH:49]([F:50])[F:51])=[C:44]([O:52][CH2:53][CH:54]2[CH2:55][CH2:56]2)[CH:43]=1)[CH2:39][C:38]1[C:37]([Cl:57])=[CH:36][N+:35]([O-:58])=[CH:34][C:33]=1[Cl:32])=[O:18])[S:9]([CH3:12])(=[O:11])=[O:10])=[O:7])([CH3:4])([CH3:2])[CH3:3]. The catalyst class is: 79. (3) Reactant: C[O:2][C:3](=[O:21])[CH2:4][CH2:5][CH2:6][CH2:7][C:8]1[CH:13]=[CH:12][C:11]([F:14])=[C:10]([NH:15][C:16]([O:18][CH2:19][CH3:20])=[O:17])[CH:9]=1.C[O-].[Li+].Cl. Product: [CH2:19]([O:18][C:16]([NH:15][C:10]1[CH:9]=[C:8]([CH2:7][CH2:6][CH2:5][CH2:4][C:3]([OH:21])=[O:2])[CH:13]=[CH:12][C:11]=1[F:14])=[O:17])[CH3:20]. The catalyst class is: 24. (4) Reactant: [CH3:1][C:2]1[CH:7]=[CH:6][CH:5]=[C:4]([CH3:8])[C:3]=1[OH:9].[C:10]([O:14][C:15]([NH:17][CH2:18][CH2:19][CH2:20][C:21](O)=[O:22])=[O:16])([CH3:13])([CH3:12])[CH3:11].C(Cl)CCl. Product: [C:10]([O:14][C:15]([NH:17][CH2:18][CH2:19][CH2:20][C:21]([O:9][C:3]1[C:4]([CH3:8])=[CH:5][CH:6]=[CH:7][C:2]=1[CH3:1])=[O:22])=[O:16])([CH3:13])([CH3:12])[CH3:11]. The catalyst class is: 230.